This data is from Catalyst prediction with 721,799 reactions and 888 catalyst types from USPTO. The task is: Predict which catalyst facilitates the given reaction. (1) Reactant: [Br:1][C:2]1[C:3]([N:10]([CH:19]2[CH2:23][CH2:22][CH:21]([CH3:24])[CH2:20]2)[NH:11]C(OC(C)(C)C)=O)=[N:4][C:5]([C:8]#[N:9])=[N:6][CH:7]=1.C1(C)C=CC(S(O)(=O)=O)=CC=1. Product: [Br:1][C:2]1[C:3]([N:10]([CH:19]2[CH2:23][CH2:22][CH:21]([CH3:24])[CH2:20]2)[NH2:11])=[N:4][C:5]([C:8]#[N:9])=[N:6][CH:7]=1. The catalyst class is: 10. (2) Reactant: [Br:1][CH2:2][C:3]1[CH:12]=[CH:11][C:6]([C:7]([O:9][CH3:10])=[O:8])=[CH:5][C:4]=1[C:13]([F:16])([F:15])[F:14].[P:17]([O:25][CH2:26][CH3:27])([O:22][CH2:23][CH3:24])([O:19][CH2:20][CH3:21])=O. Product: [Br-:1].[CH2:20]([O:19][P+:17]([O:25][CH2:26][CH3:27])([O:22][CH2:23][CH3:24])[CH2:2][C:3]1[CH:12]=[CH:11][C:6]([C:7]([O:9][CH3:10])=[O:8])=[CH:5][C:4]=1[C:13]([F:16])([F:15])[F:14])[CH3:21]. The catalyst class is: 11. (3) Product: [CH3:21][C:20]([CH3:23])([CH3:22])[CH2:19][CH2:18][O:10][C:7]1[CH:8]=[CH:9][C:2]([OH:1])=[C:3]([CH:6]=1)[CH:4]=[O:5]. The catalyst class is: 3. Reactant: [OH:1][C:2]1[CH:9]=[CH:8][C:7]([OH:10])=[CH:6][C:3]=1[CH:4]=[O:5].C([O-])([O-])=O.[K+].[K+].I[CH2:18][CH2:19][C:20]([CH3:23])([CH3:22])[CH3:21]. (4) Reactant: Cl.[O:2]=[C:3]([C:10]1[CH:15]=[CH:14][CH:13]=[CH:12][CH:11]=1)[CH2:4][C:5](=[NH:9])[O:6][CH2:7][CH3:8].C(N(CC)CC)C. Product: [O:2]=[C:3]([C:10]1[CH:15]=[CH:14][CH:13]=[CH:12][CH:11]=1)[CH2:4][C:5](=[NH:9])[O:6][CH2:7][CH3:8]. The catalyst class is: 6. (5) Product: [NH2:1][C:4]1[C:5]([C:14]([C:16]2[CH:21]=[CH:20][C:19]([O:22][C:23]([F:26])([F:24])[F:25])=[CH:18][CH:17]=2)=[O:15])=[CH:6][CH:7]=[C:8]2[C:13]=1[N:12]=[CH:11][CH:10]=[CH:9]2. The catalyst class is: 354. Reactant: [N+:1]([C:4]1[C:5]([C:14]([C:16]2[CH:21]=[CH:20][C:19]([O:22][C:23]([F:26])([F:25])[F:24])=[CH:18][CH:17]=2)=[O:15])=[CH:6][CH:7]=[C:8]2[C:13]=1[N:12]=[CH:11][CH:10]=[CH:9]2)([O-])=O. (6) The catalyst class is: 5. Product: [CH3:12][O:10][C:9](=[O:11])[CH2:8][C:4]1[CH:5]=[CH:6][CH:7]=[C:2]([NH2:1])[CH:3]=1. Reactant: [NH2:1][C:2]1[CH:3]=[C:4]([CH2:8][C:9]([OH:11])=[O:10])[CH:5]=[CH:6][CH:7]=1.[C:12](Cl)(=O)C. (7) Reactant: [C:1]1([CH3:22])[CH:6]=[CH:5][C:4]([NH:7][C:8]2[CH:13]=[CH:12][C:11]([NH:14][C:15]3[CH:20]=[CH:19][C:18]([CH3:21])=[CH:17][CH:16]=3)=[CH:10][CH:9]=2)=[CH:3][CH:2]=1.Br[C:24]1[CH:37]=[CH:36][C:35]2[C:38]3=[C:39]4[C:28](=[CH:29][CH:30]=[C:31]([N:40]([C:48]5[CH:53]=[CH:52][C:51]([CH3:54])=[CH:50][CH:49]=5)[C:41]5[CH:46]=[CH:45][C:44]([CH3:47])=[CH:43][CH:42]=5)[C:32]4=[CH:33][CH:34]=2)[CH:27]=[CH:26][C:25]=13.[CH3:55][C:56]([CH3:59])([O-])[CH3:57].[Na+]. Product: [C:44]1([CH3:47])[CH:45]=[CH:46][C:41]([N:40]([C:48]2[CH:49]=[CH:50][C:51]([CH3:54])=[CH:52][CH:53]=2)[C:31]2[CH:30]=[CH:29][C:28]3[C:37]4=[C:24]5[C:33](=[CH:32][CH:39]=[C:38]([N:7]([C:4]6[CH:5]=[CH:6][C:1]([CH3:22])=[CH:2][CH:3]=6)[C:8]6[CH:13]=[CH:12][C:11]([N:14]([C:36]7[CH:37]=[CH:24][C:25]([CH3:26])=[CH:38][CH:35]=7)[C:15]7[C:20]8=[C:19]9[C:57]%10[C:48]([CH:53]=[CH:52]8)=[CH:49][CH:50]=[C:59]([N:40]([C:31]8[CH:30]=[CH:29][C:28]([CH3:27])=[CH:39][CH:32]=8)[C:41]8[CH:46]=[CH:45][C:44]([CH3:47])=[CH:43][CH:42]=8)[C:56]=%10[CH:55]=[CH:21][C:18]9=[CH:17][CH:16]=7)=[CH:10][CH:9]=6)[C:25]5=[CH:26][CH:27]=3)[CH:34]=[CH:35][C:36]=24)=[CH:42][CH:43]=1. The catalyst class is: 487. (8) Reactant: Br[C:2]1[C:3]([CH3:11])=[C:4]([C:7]([F:10])=[CH:8][CH:9]=1)[C:5]#[N:6].[CH2:12]([Sn](CCCC)(CCCC)C=C)[CH2:13]CC. Product: [CH:12]([C:2]1[C:3]([CH3:11])=[C:4]([C:7]([F:10])=[CH:8][CH:9]=1)[C:5]#[N:6])=[CH2:13]. The catalyst class is: 109.